This data is from Full USPTO retrosynthesis dataset with 1.9M reactions from patents (1976-2016). The task is: Predict the reactants needed to synthesize the given product. (1) Given the product [Br:24][C:25]1[C:29]2=[N:30][CH:31]=[CH:32][CH:33]=[C:28]2[N:27]([CH2:12][C:13]2[C:18]([C:19]([F:20])([F:21])[F:22])=[CH:17][CH:16]=[CH:15][C:14]=2[Cl:23])[N:26]=1, predict the reactants needed to synthesize it. The reactants are: CC1C=CC(S(O[CH2:12][C:13]2[C:18]([C:19]([F:22])([F:21])[F:20])=[CH:17][CH:16]=[CH:15][C:14]=2[Cl:23])(=O)=O)=CC=1.[Br:24][C:25]1[C:33]2[C:28](=[CH:29][N:30]=[CH:31][CH:32]=2)[NH:27][N:26]=1.CC([O-])(C)C.[K+]. (2) Given the product [CH2:29]([N:26]1[CH2:25][CH2:24][CH:23]([O:22][C:17]2[CH:16]=[CH:15][C:14]([NH:13][C:6]([C:5]3[O:1][C:2]4[CH:12]=[CH:11][CH:10]=[CH:9][C:3]=4[CH:4]=3)=[O:8])=[CH:21][C:18]=2[C:19]#[N:20])[CH2:28][CH2:27]1)[C:30]1[CH:35]=[CH:34][CH:33]=[CH:32][CH:31]=1, predict the reactants needed to synthesize it. The reactants are: [O:1]1[C:5]([C:6]([OH:8])=O)=[CH:4][C:3]2[CH:9]=[CH:10][CH:11]=[CH:12][C:2]1=2.[NH2:13][C:14]1[CH:15]=[CH:16][C:17]([O:22][CH:23]2[CH2:28][CH2:27][N:26]([CH2:29][C:30]3[CH:35]=[CH:34][CH:33]=[CH:32][CH:31]=3)[CH2:25][CH2:24]2)=[C:18]([CH:21]=1)[C:19]#[N:20]. (3) Given the product [Cl:9][C:4]1[N:3]2[CH:11]=[CH:12][N:1]=[C:2]2[C:7]([I:8])=[CH:6][CH:5]=1, predict the reactants needed to synthesize it. The reactants are: [NH2:1][C:2]1[C:7]([I:8])=[CH:6][CH:5]=[C:4]([Cl:9])[N:3]=1.Br.[CH:11](O)(C)[CH3:12]. (4) Given the product [CH2:34]([N:35]1[C:36]2[C:30](=[CH:40][C:39]([CH:2]([CH3:3])[CH3:1])=[CH:38][CH:37]=2)[C:31](=[O:33])[CH:21]=[C:20]1[C:23]1[O:24][CH:25]=[CH:26][CH:27]=1)[CH3:6], predict the reactants needed to synthesize it. The reactants are: [CH2:1]([Li])[CH2:2][CH2:3]C.[CH3:6]CCCCC.CN(C)CCN(C)C.[C:20]([C:23]1[O:24][CH:25]=[CH:26][CH:27]=1)(=O)[CH3:21].C([C:30]12[C:40](C(C)C)=[CH:39][CH:38]=[CH:37][CH:36]1[NH:35][C:34](=O)[O:33][C:31]2=O)C. (5) Given the product [CH3:1][O:2][C:3]([NH:5][C@@H:6]([C@H:7]([CH3:8])[CH2:9][CH3:10])[C:11]([N:13]1[CH2:17][C@@H:16]([CH3:18])[CH2:15][C@H:14]1[C:19]1[NH:20][C:21]([C:24]2[CH:29]=[C:28]3[CH2:30][O:31][C:32]4[CH:59]=[C:58]5[C:35]([CH:36]=[CH:37][C:38]6[N:42]=[C:41]([C@@H:43]7[CH2:47][C@H:46]([CH2:48][O:49][CH3:50])[CH2:45][N:44]7[C:66](=[O:67])[CH:65]([NH:64][C:62](=[O:63])[O:61][CH3:60])[C@H:69]([CH3:72])[CH2:70][CH3:71])[NH:40][C:39]=65)=[CH:34][C:33]=4[C:27]3=[CH:26][CH:25]=2)=[CH:22][N:23]=1)=[O:12])=[O:4], predict the reactants needed to synthesize it. The reactants are: [CH3:1][O:2][C:3]([NH:5][C@H:6]([C:11]([N:13]1[CH2:17][C@@H:16]([CH3:18])[CH2:15][C@H:14]1[C:19]1[NH:20][C:21]([C:24]2[CH:29]=[C:28]3[CH2:30][O:31][C:32]4[CH:59]=[C:58]5[C:35]([CH:36]=[CH:37][C:38]6[N:42]=[C:41]([C@@H:43]7[CH2:47][C@H:46]([CH2:48][O:49][CH3:50])[CH2:45][N:44]7C(OC(C)(C)C)=O)[NH:40][C:39]=65)=[CH:34][C:33]=4[C:27]3=[CH:26][CH:25]=2)=[CH:22][N:23]=1)=[O:12])[C@@H:7]([CH2:9][CH3:10])[CH3:8])=[O:4].[CH3:60][O:61][C:62]([NH:64][C@@H:65]([C@@H:69]([CH3:72])[CH2:70][CH3:71])[C:66](O)=[O:67])=[O:63].CN(C(ON1N=NC2C=CC=NC1=2)=[N+](C)C)C.F[P-](F)(F)(F)(F)F.CN1CCOCC1. (6) Given the product [C:1]([O:5][C:6]([N:8]1[CH2:13][CH2:12][CH:11]([O:14][C:15]2[CH:20]=[CH:19][C:18]([NH:21][C:28]([O:29][CH2:30][C:31]3[CH:36]=[CH:35][CH:34]=[CH:33][CH:32]=3)=[O:37])=[CH:17][CH:16]=2)[CH2:10][CH2:9]1)=[O:7])([CH3:4])([CH3:2])[CH3:3], predict the reactants needed to synthesize it. The reactants are: [C:1]([O:5][C:6]([N:8]1[CH2:13][CH2:12][CH:11]([O:14][C:15]2[CH:20]=[CH:19][C:18]([NH2:21])=[CH:17][CH:16]=2)[CH2:10][CH2:9]1)=[O:7])([CH3:4])([CH3:3])[CH3:2].C(=O)([O-])O.[Na+].O.[C:28](Cl)(=[O:37])[O:29][CH2:30][C:31]1[CH:36]=[CH:35][CH:34]=[CH:33][CH:32]=1.